Dataset: Full USPTO retrosynthesis dataset with 1.9M reactions from patents (1976-2016). Task: Predict the reactants needed to synthesize the given product. (1) Given the product [F:21][C:22]1[CH:27]=[CH:26][CH:25]=[CH:24][C:23]=1[C:2]1[CH:7]=[CH:6][N:5]=[C:4]([N:8]2[CH2:13][CH2:12][N:11]([C:14]([O:16][C:17]([CH3:20])([CH3:19])[CH3:18])=[O:15])[CH2:10][CH2:9]2)[N:3]=1, predict the reactants needed to synthesize it. The reactants are: Cl[C:2]1[CH:7]=[CH:6][N:5]=[C:4]([N:8]2[CH2:13][CH2:12][N:11]([C:14]([O:16][C:17]([CH3:20])([CH3:19])[CH3:18])=[O:15])[CH2:10][CH2:9]2)[N:3]=1.[F:21][C:22]1[CH:27]=[CH:26][CH:25]=[CH:24][C:23]=1B(O)O.C(=O)([O-])[O-].[Na+].[Na+]. (2) Given the product [C:12]([O:11][C:9](=[O:10])[CH2:8][O:7][CH2:6][CH2:5][CH2:4][CH2:3][CH2:2][NH:16][C:17]1[CH:18]=[CH:19][C:20]([C:21]([O:23][CH3:24])=[O:22])=[CH:25][CH:26]=1)([CH3:15])([CH3:14])[CH3:13], predict the reactants needed to synthesize it. The reactants are: O=[CH:2][CH2:3][CH2:4][CH2:5][CH2:6][O:7][CH2:8][C:9]([O:11][C:12]([CH3:15])([CH3:14])[CH3:13])=[O:10].[NH2:16][C:17]1[CH:26]=[CH:25][C:20]([C:21]([O:23][CH3:24])=[O:22])=[CH:19][CH:18]=1.C(O[BH-](OC(=O)C)OC(=O)C)(=O)C.[Na+].[OH-].[Na+]. (3) The reactants are: [N:1]1[C:9]2[C:4](=[N:5][CH:6]=[CH:7][CH:8]=2)[N:3]([C:10]2[CH:15]=[CH:14][C:13]([CH2:16][C:17]([OH:19])=O)=[CH:12][CH:11]=2)[CH:2]=1.[CH3:20][O:21][C:22]1[CH:38]=[CH:37][C:25]([C:26]2[CH:27]=[C:28]([C:33]([F:36])([F:35])[F:34])[CH:29]=[C:30]([NH2:32])[CH:31]=2)=[CH:24][CH:23]=1. Given the product [N:1]1[C:9]2[C:4](=[N:5][CH:6]=[CH:7][CH:8]=2)[N:3]([C:10]2[CH:11]=[CH:12][C:13]([CH2:16][C:17]([NH:32][C:30]3[CH:31]=[C:26]([C:25]4[CH:37]=[CH:38][C:22]([O:21][CH3:20])=[CH:23][CH:24]=4)[CH:27]=[C:28]([C:33]([F:34])([F:35])[F:36])[CH:29]=3)=[O:19])=[CH:14][CH:15]=2)[CH:2]=1, predict the reactants needed to synthesize it.